This data is from Full USPTO retrosynthesis dataset with 1.9M reactions from patents (1976-2016). The task is: Predict the reactants needed to synthesize the given product. (1) Given the product [C:18]([C:8]1[C@@H:9]([C:10]2[CH:15]=[CH:14][C:13]([C:16]#[N:17])=[CH:12][CH:11]=2)[N:4]2[N:3]=[C:2]([S:36]([Cl:39])(=[O:38])=[O:37])[N:31]=[C:5]2[N:6]([C:21]2[CH:26]=[CH:25][CH:24]=[C:23]([C:27]([F:30])([F:29])[F:28])[CH:22]=2)[C:7]=1[CH3:20])#[N:19], predict the reactants needed to synthesize it. The reactants are: N[C:2]1[N:31]=[C:5]2[N:6]([C:21]3[CH:26]=[CH:25][CH:24]=[C:23]([C:27]([F:30])([F:29])[F:28])[CH:22]=3)[C:7]([CH3:20])=[C:8]([C:18]#[N:19])[C@@H:9]([C:10]3[CH:15]=[CH:14][C:13]([C:16]#[N:17])=[CH:12][CH:11]=3)[N:4]2[N:3]=1.N([O-])=O.[Na+].[S:36](=[O:38])=[O:37].[ClH:39]. (2) Given the product [N:32]1([CH2:6][CH2:7][N:8]2[CH:12]=[C:11]([CH:13]3[CH2:14][CH2:15][O:16][CH2:17][CH2:18]3)[N:10]=[C:9]2[CH:19]2[CH2:24][CH2:23][N:22]([C:25]([O:27][C:28]([CH3:30])([CH3:31])[CH3:29])=[O:26])[CH2:21][CH2:20]2)[CH2:36][CH2:35][CH2:34][CH2:33]1, predict the reactants needed to synthesize it. The reactants are: CS(O[CH2:6][CH2:7][N:8]1[CH:12]=[C:11]([CH:13]2[CH2:18][CH2:17][O:16][CH2:15][CH2:14]2)[N:10]=[C:9]1[CH:19]1[CH2:24][CH2:23][N:22]([C:25]([O:27][C:28]([CH3:31])([CH3:30])[CH3:29])=[O:26])[CH2:21][CH2:20]1)(=O)=O.[NH:32]1[CH2:36][CH2:35][CH2:34][CH2:33]1.CN(C)C=O.